Dataset: Forward reaction prediction with 1.9M reactions from USPTO patents (1976-2016). Task: Predict the product of the given reaction. (1) Given the reactants [CH3:1][O:2][CH2:3][CH2:4][O:5][C:6]1[CH:11]=[CH:10][N:9]2[C:12]([C:15]3[CH:24]=[CH:23][C:22]4[C:17](=[C:18]([OH:25])[CH:19]=[CH:20][CH:21]=4)[N:16]=3)=[CH:13][N:14]=[C:8]2[CH:7]=1.C([O-])([O-])=O.[Cs+].[Cs+].[F:32][C:33]1([CH2:46]OS(C)(=O)=O)[CH2:38][CH2:37][N:36]([C:39]([O:41][C:42]([CH3:45])([CH3:44])[CH3:43])=[O:40])[CH2:35][CH2:34]1, predict the reaction product. The product is: [F:32][C:33]1([CH2:46][O:25][C:18]2[CH:19]=[CH:20][CH:21]=[C:22]3[C:17]=2[N:16]=[C:15]([C:12]2[N:9]4[CH:10]=[CH:11][C:6]([O:5][CH2:4][CH2:3][O:2][CH3:1])=[CH:7][C:8]4=[N:14][CH:13]=2)[CH:24]=[CH:23]3)[CH2:34][CH2:35][N:36]([C:39]([O:41][C:42]([CH3:45])([CH3:44])[CH3:43])=[O:40])[CH2:37][CH2:38]1. (2) Given the reactants [H-].[Na+].[Br:3][C:4]1[CH:5]=[C:6]([CH:9]=[CH:10][CH:11]=1)[CH2:7]Br.[NH:12]1[C:18](=[O:19])[CH2:17][CH2:16][CH2:15][C:14]2[CH:20]=[CH:21][CH:22]=[CH:23][C:13]1=2, predict the reaction product. The product is: [Br:3][C:4]1[CH:5]=[C:6]([CH:9]=[CH:10][CH:11]=1)[CH2:7][N:12]1[C:18](=[O:19])[CH2:17][CH2:16][CH2:15][C:14]2[CH:20]=[CH:21][CH:22]=[CH:23][C:13]1=2.